Dataset: CYP1A2 inhibition data for predicting drug metabolism from PubChem BioAssay. Task: Regression/Classification. Given a drug SMILES string, predict its absorption, distribution, metabolism, or excretion properties. Task type varies by dataset: regression for continuous measurements (e.g., permeability, clearance, half-life) or binary classification for categorical outcomes (e.g., BBB penetration, CYP inhibition). Dataset: cyp1a2_veith. (1) The molecule is CC1(C)S[C@@H]2[C@H](NC(=O)[C@@H](N)c3ccccc3)C(=O)N2[C@H]1C(=O)O[C@H]1OC(=O)c2ccccc21. The result is 0 (non-inhibitor). (2) The molecule is CC[C@@H](CS(=O)(=O)O)[N+](=O)[O-]. The result is 0 (non-inhibitor). (3) The molecule is C=CCn1c(=O)c2c(nc(-c3ccc(S(=O)(=O)O)cc3)n2C)n(C)c1=O. The result is 0 (non-inhibitor). (4) The compound is O=C(Nc1ccccn1)c1ccco1. The result is 1 (inhibitor). (5) The compound is CCOC(=O)c1ccc2nc(C)c(CCC(C)=O)c(Cl)c2c1. The result is 1 (inhibitor). (6) The molecule is CCOC(=O)C1=C(N)n2c(s/c(=C/c3ccccc3)c2=O)=C(C(=O)OCC)C1c1ccccc1. The result is 0 (non-inhibitor). (7) The molecule is O=C(O)[C@@H]1C[C@H]1[C@@H](NP(=O)(c1ccccc1)c1ccccc1)c1ccccc1. The result is 0 (non-inhibitor).